This data is from Reaction yield outcomes from USPTO patents with 853,638 reactions. The task is: Predict the reaction yield, written as a fraction of the theoretical maximum amount of product (1.0 means a 100% yield; for example, 0.34 means a 34% yield). The reactants are [O:1]1[C:5]2[CH:6]=[CH:7][C:8]([CH2:10][NH:11][C:12]([CH:14]3[CH2:18][CH2:17][CH2:16][NH:15]3)=[O:13])=[CH:9][C:4]=2[O:3][CH2:2]1.[N:19]1([C:24]2[N:29]=[C:28]([C:30](=O)[CH3:31])[CH:27]=[C:26]([CH3:33])[N:25]=2)[CH:23]=[CH:22][N:21]=[CH:20]1.C(O[BH-](OC(=O)C)OC(=O)C)(=O)C.[Na+]. The catalyst is O1CCOCC1. The product is [O:1]1[C:5]2[CH:6]=[CH:7][C:8]([CH2:10][NH:11][C:12]([CH:14]3[CH2:18][CH2:17][CH2:16][N:15]3[CH:30]([C:28]3[CH:27]=[C:26]([CH3:33])[N:25]=[C:24]([N:19]4[CH:23]=[CH:22][N:21]=[CH:20]4)[N:29]=3)[CH3:31])=[O:13])=[CH:9][C:4]=2[O:3][CH2:2]1. The yield is 0.0800.